From a dataset of Full USPTO retrosynthesis dataset with 1.9M reactions from patents (1976-2016). Predict the reactants needed to synthesize the given product. (1) Given the product [NH2:10][CH:7]1[CH2:8][CH2:9][N:4]([C:1](=[O:3])[CH3:2])[CH2:5][CH2:6]1, predict the reactants needed to synthesize it. The reactants are: [C:1]([N:4]1[CH2:9][CH2:8][C:7](=[N:10]O)[CH2:6][CH2:5]1)(=[O:3])[CH3:2]. (2) Given the product [Cl:15][C:16]1[C:24]([CH3:25])=[C:23]2[C:19]([CH:20]=[C:21]([C:26]([NH:1][C@@H:2]3[CH2:7][CH2:6][CH2:5][NH:4][CH2:3]3)=[O:27])[NH:22]2)=[CH:18][CH:17]=1, predict the reactants needed to synthesize it. The reactants are: [NH2:1][C@@H:2]1[CH2:7][CH2:6][CH2:5][N:4](C(OC(C)(C)C)=O)[CH2:3]1.[Cl:15][C:16]1[C:24]([CH3:25])=[C:23]2[C:19]([CH:20]=[C:21]([C:26](O)=[O:27])[NH:22]2)=[CH:18][CH:17]=1.N.